From a dataset of Forward reaction prediction with 1.9M reactions from USPTO patents (1976-2016). Predict the product of the given reaction. (1) Given the reactants [F:1][C:2]1[CH:7]=[C:6]([O:8][CH2:9][CH2:10][C@@H:11]2[CH2:13][C@@H:12]2[CH:14]2[CH2:19][CH2:18][NH:17][CH2:16][CH2:15]2)[C:5]([F:20])=[CH:4][C:3]=1[CH2:21][C:22]([N:24]([CH3:26])[CH3:25])=[O:23].C(N(CC)CC)C.[CH3:34][C:35]1([O:38][C:39](ON2C(=O)CCC2=O)=[O:40])[CH2:37][CH2:36]1, predict the reaction product. The product is: [CH3:25][N:24]([CH3:26])[C:22](=[O:23])[CH2:21][C:3]1[C:2]([F:1])=[CH:7][C:6]([O:8][CH2:9][CH2:10][C@@H:11]2[CH2:13][C@@H:12]2[CH:14]2[CH2:15][CH2:16][N:17]([C:39]([O:38][C:35]3([CH3:34])[CH2:37][CH2:36]3)=[O:40])[CH2:18][CH2:19]2)=[C:5]([F:20])[CH:4]=1. (2) Given the reactants [CH3:1][C:2]1[CH:6]=[C:5]([C:7]2([OH:17])[CH2:16][CH2:15][C:10]3(OCC[O:11]3)[CH2:9][CH2:8]2)[S:4][N:3]=1.Cl.C(=O)([O-])[O-].[K+].[K+].CCOC(C)=O, predict the reaction product. The product is: [OH:17][C:7]1([C:5]2[S:4][N:3]=[C:2]([CH3:1])[CH:6]=2)[CH2:16][CH2:15][C:10](=[O:11])[CH2:9][CH2:8]1.